Dataset: Reaction yield outcomes from USPTO patents with 853,638 reactions. Task: Predict the reaction yield, written as a fraction of the theoretical maximum amount of product (1.0 means a 100% yield; for example, 0.34 means a 34% yield). The reactants are [Cl:1][C:2]1[C:36]([F:37])=[CH:35][CH:34]=[CH:33][C:3]=1[CH2:4][NH:5][C:6](=[O:32])[N:7]([C@H:9]([CH2:16][O:17][C:18](=[O:31])[NH:19][C:20]1[N:21]=[CH:22][C:23]2[C:28]([CH:29]=1)=[CH:27][C:26]([F:30])=[CH:25][CH:24]=2)[CH2:10][CH2:11][C:12]([O:14]C)=[O:13])[CH3:8].[Li+].[OH-].Cl. The catalyst is O1CCOCC1.CCOC(C)=O. The product is [Cl:1][C:2]1[C:36]([F:37])=[CH:35][CH:34]=[CH:33][C:3]=1[CH2:4][NH:5][C:6](=[O:32])[N:7]([C@H:9]([CH2:16][O:17][C:18](=[O:31])[NH:19][C:20]1[N:21]=[CH:22][C:23]2[C:28]([CH:29]=1)=[CH:27][C:26]([F:30])=[CH:25][CH:24]=2)[CH2:10][CH2:11][C:12]([OH:14])=[O:13])[CH3:8]. The yield is 0.870.